Dataset: Retrosynthesis with 50K atom-mapped reactions and 10 reaction types from USPTO. Task: Predict the reactants needed to synthesize the given product. (1) The reactants are: CC(C)Oc1ccc(-c2nc(-c3cccc4c3OCCNC4)no2)cc1Cl.CCOC(=O)CCBr. Given the product CCOC(=O)CCN1CCOc2c(cccc2-c2noc(-c3ccc(OC(C)C)c(Cl)c3)n2)C1, predict the reactants needed to synthesize it. (2) Given the product O=c1[nH]c(=O)n([C@H]2C[C@@H](CO)C2)cc1F, predict the reactants needed to synthesize it. The reactants are: O=c1[nH]c(=O)n([C@H]2C[C@@H](COCc3ccccc3)C2)cc1F.